This data is from Forward reaction prediction with 1.9M reactions from USPTO patents (1976-2016). The task is: Predict the product of the given reaction. (1) Given the reactants C(OC(=O)[N:7]([CH2:26][CH2:27][O:28][CH3:29])[C:8]1[N:16]=[CH:15][N:14]=[C:13]2[C:9]=1[N:10]=[CH:11][N:12]2[C:17]1[CH:22]=[CH:21][C:20]([N+:23]([O-])=O)=[CH:19][CH:18]=1)(C)(C)C.[Cl:31][C:32]1[CH:37]=[CH:36][C:35]([N:38]=[C:39]=[O:40])=[CH:34][C:33]=1[C:41]([F:44])([F:43])[F:42], predict the reaction product. The product is: [ClH:31].[Cl:31][C:32]1[CH:37]=[CH:36][C:35]([NH:38][C:39]([NH:23][C:20]2[CH:19]=[CH:18][C:17]([N:12]3[CH:11]=[N:10][C:9]4[C:13]3=[N:14][CH:15]=[N:16][C:8]=4[NH:7][CH2:26][CH2:27][O:28][CH3:29])=[CH:22][CH:21]=2)=[O:40])=[CH:34][C:33]=1[C:41]([F:42])([F:43])[F:44]. (2) Given the reactants CO[C:3](=[O:18])[C:4]1[CH:9]=[CH:8][C:7]([C:10]2[C:15]([F:16])=[CH:14][N:13]=[C:12]([Cl:17])[N:11]=2)=[CH:6][CH:5]=1.[Li+].[OH-].[CH2:21]([Cl:24])[CH2:22]Cl.[CH:25]1C=CC2N(O)N=NC=2[CH:30]=1.CC[N:37](CC)CC.[CH2:42]1[CH2:46][O:45][CH2:44][CH2:43]1, predict the reaction product. The product is: [Cl:17][C:12]1[N:11]=[C:10]([C:7]2[CH:6]=[CH:5][C:4]([C:3]([NH:37][CH:42]([C:43]3[CH:30]=[CH:25][CH:22]=[C:21]([Cl:24])[CH:44]=3)[CH2:46][OH:45])=[O:18])=[CH:9][CH:8]=2)[C:15]([F:16])=[CH:14][N:13]=1.